This data is from Peptide-MHC class I binding affinity with 185,985 pairs from IEDB/IMGT. The task is: Regression. Given a peptide amino acid sequence and an MHC pseudo amino acid sequence, predict their binding affinity value. This is MHC class I binding data. (1) The MHC is HLA-A30:01 with pseudo-sequence HLA-A30:01. The peptide sequence is YLHRDIFDI. The binding affinity (normalized) is 0.0847. (2) The peptide sequence is RRMATTFTF. The MHC is HLA-A26:02 with pseudo-sequence HLA-A26:02. The binding affinity (normalized) is 0.0847.